Dataset: Full USPTO retrosynthesis dataset with 1.9M reactions from patents (1976-2016). Task: Predict the reactants needed to synthesize the given product. (1) Given the product [CH:1]1([N:4]2[C:9]3[N:10]=[C:11]([S:14]([CH3:15])=[O:24])[N:12]=[CH:13][C:8]=3[CH:7]=[CH:6][C:5]2=[O:16])[CH2:3][CH2:2]1, predict the reactants needed to synthesize it. The reactants are: [CH:1]1([N:4]2[C:9]3[N:10]=[C:11]([S:14][CH3:15])[N:12]=[CH:13][C:8]=3[CH:7]=[CH:6][C:5]2=[O:16])[CH2:3][CH2:2]1.C1(S(N2C(C3C=CC=CC=3)O2)(=O)=[O:24])C=CC=CC=1. (2) Given the product [Cl:31][C:26]1[CH:25]=[C:24]([S:21]([N:18]2[CH2:19][CH2:20][CH:15]([C:13]3[C:12]4[C:7](=[CH:8][CH:9]=[C:10]([F:32])[CH:11]=4)[CH:6]=[C:5]([CH2:4][C:3]([OH:33])=[O:2])[CH:14]=3)[CH2:16][CH2:17]2)(=[O:23])=[O:22])[CH:29]=[C:28]([Cl:30])[CH:27]=1, predict the reactants needed to synthesize it. The reactants are: C[O:2][C:3](=[O:33])[CH2:4][C:5]1[CH:14]=[C:13]([CH:15]2[CH2:20][CH2:19][N:18]([S:21]([C:24]3[CH:29]=[C:28]([Cl:30])[CH:27]=[C:26]([Cl:31])[CH:25]=3)(=[O:23])=[O:22])[CH2:17][CH2:16]2)[C:12]2[C:7](=[CH:8][CH:9]=[C:10]([F:32])[CH:11]=2)[CH:6]=1.O.[OH-].[Li+]. (3) Given the product [Cl:1][C:2]1[CH:11]=[CH:10][C:5]([C:6]2[S:7][CH:17]([C:16]3[CH:19]=[CH:20][CH:21]=[CH:22][C:15]=3[O:14][CH:13]([F:12])[F:23])[NH:9][N:8]=2)=[CH:4][CH:3]=1, predict the reactants needed to synthesize it. The reactants are: [Cl:1][C:2]1[CH:11]=[CH:10][C:5]([C:6]([NH:8][NH2:9])=[S:7])=[CH:4][CH:3]=1.[F:12][CH:13]([F:23])[O:14][C:15]1[CH:22]=[CH:21][CH:20]=[CH:19][C:16]=1[CH:17]=O.CCN(C(C)C)C(C)C. (4) Given the product [C:43]([NH:42][C:41]([C:36]1[NH:37][C:38]2[C:34]([C:35]=1[CH2:48][C:49]([NH:30][C:15]([NH2:14])=[N:16][CH2:17][C:18]1[CH:19]=[C:20]([Cl:29])[C:21]([NH:25][C:26](=[O:28])[CH3:27])=[C:22]([Cl:24])[CH:23]=1)=[O:51])=[CH:33][C:32]([Br:31])=[CH:40][CH:39]=2)=[O:47])([CH3:44])([CH3:46])[CH3:45], predict the reactants needed to synthesize it. The reactants are: BrC1C=C2C(C(CC([N:14]=[C:15]([NH2:30])[NH:16][CH2:17][C:18]3[CH:23]=[C:22]([Cl:24])[C:21]([NH:25][C:26](=[O:28])[CH3:27])=[C:20]([Cl:29])[CH:19]=3)=O)=CN2)=CC=1.[Br:31][C:32]1[CH:33]=[C:34]2[C:38](=[CH:39][CH:40]=1)[NH:37][C:36]([C:41](=[O:47])[NH:42][C:43]([CH3:46])([CH3:45])[CH3:44])=[C:35]2[CH2:48][C:49]([OH:51])=O.COC1C=C2C(=CC=1)NC=C2CC(N(C(SC)=N)C(=O)OC(C)(C)C)=O. (5) The reactants are: Br[C:2]1[N:7]=[CH:6][C:5]([C:8]([N:10]2[CH2:15][CH2:14][CH:13]([O:16][C:17]3[CH:22]=[CH:21][C:20]([CH3:23])=[CH:19][CH:18]=3)[CH2:12][CH2:11]2)=[O:9])=[CH:4][CH:3]=1.[CH3:24][C@@H:25]1[CH2:29][O:28][C:27](=[O:30])[NH:26]1. Given the product [CH3:24][C@@H:25]1[CH2:29][O:28][C:27](=[O:30])[N:26]1[C:2]1[CH:3]=[CH:4][C:5]([C:8]([N:10]2[CH2:15][CH2:14][CH:13]([O:16][C:17]3[CH:22]=[CH:21][C:20]([CH3:23])=[CH:19][CH:18]=3)[CH2:12][CH2:11]2)=[O:9])=[CH:6][N:7]=1, predict the reactants needed to synthesize it. (6) Given the product [F:33][C:30]([F:31])([F:32])[C:27]1[CH:26]=[CH:25][C:24]([CH2:23][C:22]([O:21][CH2:20][C:17]2[CH:18]=[CH:19][C:14]([S:13][CH2:12][C:7]3[CH:8]=[CH:9][CH:10]=[CH:11][C:6]=3[C:5]([OH:35])=[O:4])=[CH:15][CH:16]=2)=[O:34])=[CH:29][CH:28]=1, predict the reactants needed to synthesize it. The reactants are: ClC(Cl)(Cl)C[O:4][C:5](=[O:35])[C:6]1[CH:11]=[CH:10][CH:9]=[CH:8][C:7]=1[CH2:12][S:13][C:14]1[CH:19]=[CH:18][C:17]([CH2:20][O:21][C:22](=[O:34])[CH2:23][C:24]2[CH:29]=[CH:28][C:27]([C:30]([F:33])([F:32])[F:31])=[CH:26][CH:25]=2)=[CH:16][CH:15]=1.CC(O)=O.C(Cl)Cl. (7) Given the product [S:1](=[O:30])(=[O:29])([O:3][CH2:4][C@H:5]1[CH2:9][C@@H:8]([NH:10][C:11]2[N:16]3[N:17]=[C:18]([C:20]4[CH:25]=[CH:24][CH:23]=[CH:22][N:21]=4)[CH:19]=[C:15]3[N:14]=[CH:13][CH:12]=2)[C@H:7]([OH:27])[C@@H:6]1[OH:28])[NH2:2], predict the reactants needed to synthesize it. The reactants are: [S:1](=[O:30])(=[O:29])([O:3][CH2:4][C@H:5]1[CH2:9][C@@H:8]([NH:10][C:11]2[N:16]3[N:17]=[C:18]([C:20]4[CH:25]=[CH:24][CH:23]=[CH:22][N:21]=4)[CH:19]=[C:15]3[N:14]=[C:13](Cl)[CH:12]=2)[C@H:7]([OH:27])[C@@H:6]1[OH:28])[NH2:2]. (8) Given the product [C:2]1([C:8]([O:10][CH3:11])=[O:9])([C:21]([O:20][CH3:19])=[O:22])[CH2:7][CH2:6][CH2:5][CH2:4][CH2:3]1, predict the reactants needed to synthesize it. The reactants are: C[C:2]1([C:8]([OH:10])=[O:9])[CH2:7][CH2:6][CH2:5][CH2:4][CH2:3]1.[CH:11](NC(C)C)(C)C.[Li].[CH3:19][O:20][C:21](Cl)=[O:22]. (9) Given the product [Cl:30][C:19]1[C:18]2[C:23](=[CH:24][CH:25]=[C:16]([C:8]([C:5]3[CH:6]=[CH:7][C:2]([Cl:1])=[CH:3][CH:4]=3)([C:10]3[N:14]([CH3:15])[CH:13]=[N:12][CH:11]=3)[OH:9])[CH:17]=2)[N:22]=[C:21]([O:32][CH3:31])[C:20]=1[O:27][CH2:28][CH3:29], predict the reactants needed to synthesize it. The reactants are: [Cl:1][C:2]1[CH:7]=[CH:6][C:5]([C:8]([C:16]2[CH:17]=[C:18]3[C:23](=[CH:24][CH:25]=2)[N:22]=[C:21](Cl)[C:20]([O:27][CH2:28][CH3:29])=[C:19]3[Cl:30])([C:10]2[N:14]([CH3:15])[CH:13]=[N:12][CH:11]=2)[OH:9])=[CH:4][CH:3]=1.[C:31](O)(C(F)(F)F)=[O:32].C[O-].[Na+]. (10) The reactants are: [Cl:1][C:2]1[CH:3]=[N:4][C:5]([CH2:11][C:12]2[CH:17]=[CH:16][CH:15]=[C:14]([C:18]#[N:19])[CH:13]=2)=[C:6]([CH:10]=1)[C:7]([OH:9])=O.Cl.[NH2:21][C@H:22]([C:24]1[CH:33]=[CH:32][C:27]([C:28]([O:30][CH3:31])=[O:29])=[CH:26][CH:25]=1)[CH3:23]. Given the product [Cl:1][C:2]1[CH:10]=[C:6]([C:7]([NH:21][C@H:22]([C:24]2[CH:33]=[CH:32][C:27]([C:28]([O:30][CH3:31])=[O:29])=[CH:26][CH:25]=2)[CH3:23])=[O:9])[C:5]([CH2:11][C:12]2[CH:17]=[CH:16][CH:15]=[C:14]([C:18]#[N:19])[CH:13]=2)=[N:4][CH:3]=1, predict the reactants needed to synthesize it.